Dataset: Reaction yield outcomes from USPTO patents with 853,638 reactions. Task: Predict the reaction yield, written as a fraction of the theoretical maximum amount of product (1.0 means a 100% yield; for example, 0.34 means a 34% yield). (1) The reactants are C([O:8][N:9]1[C:13]([C:14]2[CH:15]=[C:16]3[C:21](=[CH:22][C:23]=2[C:24]([F:27])([F:26])[F:25])[NH:20][C:19](=[O:28])[N:18]([NH:29][S:30]([CH3:33])(=[O:32])=[O:31])[C:17]3=[O:34])=[CH:12][CH:11]=[N:10]1)C1C=CC=CC=1. The catalyst is CO.[Pd]. The product is [OH:8][N:9]1[C:13]([C:14]2[CH:15]=[C:16]3[C:21](=[CH:22][C:23]=2[C:24]([F:27])([F:25])[F:26])[NH:20][C:19](=[O:28])[N:18]([NH:29][S:30]([CH3:33])(=[O:32])=[O:31])[C:17]3=[O:34])=[CH:12][CH:11]=[N:10]1. The yield is 0.810. (2) The reactants are [Cl:1][C:2]1[CH:7]=[CH:6][C:5]([C:8]2[S:9][CH:10]=[C:11]([C:13]3([CH2:20][NH2:21])[CH2:18][CH2:17][N:16]([CH3:19])[CH2:15][CH2:14]3)[N:12]=2)=[CH:4][CH:3]=1.[F:22][C:23]([F:41])([F:40])[C:24]([C:26]1[S:30][C:29]([C:31]2[CH:32]=[C:33]([CH:37]=[CH:38][CH:39]=2)[C:34](O)=[O:35])=[CH:28][CH:27]=1)=[O:25]. No catalyst specified. The product is [Cl:1][C:2]1[CH:7]=[CH:6][C:5]([C:8]2[S:9][CH:10]=[C:11]([C:13]3([CH2:20][NH:21][C:34](=[O:35])[C:33]4[CH:37]=[CH:38][CH:39]=[C:31]([C:29]5[S:30][C:26]([C:24](=[O:25])[C:23]([F:22])([F:40])[F:41])=[CH:27][CH:28]=5)[CH:32]=4)[CH2:14][CH2:15][N:16]([CH3:19])[CH2:17][CH2:18]3)[N:12]=2)=[CH:4][CH:3]=1. The yield is 0.0400. (3) The reactants are COC1C=CC(C(C2C=CC(OC)=CC=2)[O:10][CH:11](C2C=CC=CC=2)[CH:12]2[CH2:16][CH:15]([OH:17])[CH2:14][N:13]2C(=O)CCCCC[N:24]2[C:32](=[O:33])[C:31]3[C:26](=[CH:27][CH:28]=[CH:29][CH:30]=3)[C:25]2=[O:34])=CC=1.C1(C)C=CC=CC=1.C(CC[O:61][P:62]([N:70](C(C)C)C(C)C)N(C(C)C)C(C)C)#N.C(OCC)(=[O:79])C. The catalyst is ClCCl.CCCCCC. The product is [OH:17][CH:15]1[CH2:14][NH:13][C@H:12]([CH2:11][OH:10])[CH2:16]1.[P:62]([NH2:70])([O-:61])[O:79][N:24]1[C:32](=[O:33])[C:31]2=[CH:30][CH:29]=[CH:28][CH:27]=[C:26]2[C:25]1=[O:34]. The yield is 0.890. (4) The reactants are [Cl:1][C:2]1[C:3](C(N)=O)=[N:4][CH:5]=[CH:6][C:7]=1[O:8][C:9]1[CH:14]=[CH:13][C:12]([NH:15][C:16]([C:18]2[C:19](=[O:34])[N:20]([C:27]3[CH:32]=[CH:31][C:30]([F:33])=[CH:29][CH:28]=3)[CH:21]=[CH:22][C:23]=2OCC)=[O:17])=[CH:11][C:10]=1[F:35].O.[C:40]([OH:43])(=O)[CH3:41].C(O)(=O)C.IC1C=CC=CC=1.C(#[N:57])C. The catalyst is C(OCC)(=O)C. The product is [NH2:57][C:3]1[C:2]([Cl:1])=[C:7]([O:8][C:9]2[CH:14]=[CH:13][C:12]([NH:15][C:16]([C:18]3[C:19](=[O:34])[N:20]([C:27]4[CH:28]=[CH:29][C:30]([F:33])=[CH:31][CH:32]=4)[CH:21]=[CH:22][C:23]=3[O:43][CH2:40][CH3:41])=[O:17])=[CH:11][C:10]=2[F:35])[CH:6]=[CH:5][N:4]=1. The yield is 0.740. (5) The reactants are [NH2:1][C:2]1[CH:3]=[N:4][N:5]([CH3:20])[C:6]=1[N:7]1[CH2:11][CH2:10][C@@H:9]([NH:12]C(=O)OC(C)(C)C)[CH2:8]1.C(OC([NH:28][C:29]1[S:33][C:32]([C:34]2[C:39]([F:40])=[CH:38][CH:37]=[CH:36][C:35]=2[F:41])=[N:31][C:30]=1[C:42](O)=[O:43])=O)(C)(C)C.CN(C(ON1N=NC2C=CC=NC1=2)=[N+](C)C)C.F[P-](F)(F)(F)(F)F. No catalyst specified. The product is [NH2:28][C:29]1[S:33][C:32]([C:34]2[C:39]([F:40])=[CH:38][CH:37]=[CH:36][C:35]=2[F:41])=[N:31][C:30]=1[C:42]([NH:1][C:2]1[CH:3]=[N:4][N:5]([CH3:20])[C:6]=1[N:7]1[CH2:11][CH2:10][C@@H:9]([NH2:12])[CH2:8]1)=[O:43]. The yield is 0.320. (6) The reactants are ClC(Cl)(O[C:5](=[O:11])OC(Cl)(Cl)Cl)Cl.[F:13][C:14]([F:22])([F:21])[CH:15]([OH:20])[C:16]([F:19])([F:18])[F:17].C(N(CC)C(C)C)(C)C.[CH3:32][N:33]([CH3:55])[C:34](=[O:54])[C:35]1[CH:40]=[C:39]([C:41]2[CH:46]=[CH:45][CH:44]=[CH:43][CH:42]=2)[CH:38]=[CH:37][C:36]=1[CH2:47][N:48]1[CH2:53][CH2:52][NH:51][CH2:50][CH2:49]1. The catalyst is ClCCl.O. The product is [CH3:32][N:33]([CH3:55])[C:34]([C:35]1[CH:40]=[C:39]([C:41]2[CH:46]=[CH:45][CH:44]=[CH:43][CH:42]=2)[CH:38]=[CH:37][C:36]=1[CH2:47][N:48]1[CH2:53][CH2:52][N:51]([C:5]([O:20][CH:15]([C:16]([F:19])([F:18])[F:17])[C:14]([F:22])([F:21])[F:13])=[O:11])[CH2:50][CH2:49]1)=[O:54]. The yield is 0.280. (7) The reactants are [CH3:1][O:2][C:3]1[C:12]([CH3:13])=[C:11]2[C:6]([C:7]([OH:23])=[CH:8][C:9]([C:14]3[S:15][CH:16]=[C:17]([C:19]([F:22])([F:21])[F:20])[N:18]=3)=[N:10]2)=[CH:5][CH:4]=1.O[C@@H:25]1[CH2:30][CH2:29][N:28]([C:31]([O:33][CH2:34][C:35]2[CH:40]=[CH:39][CH:38]=[CH:37][CH:36]=2)=[O:32])[C@H:27]([C:41]([O:43][CH3:44])=[O:42])[CH2:26]1.C1(P(C2C=CC=CC=2)C2C=CC=CC=2)C=CC=CC=1.CC(OC(/N=N/C(OC(C)C)=O)=O)C. The catalyst is C1COCC1. The product is [CH3:44][O:43][C:41]([CH:27]1[CH2:26][CH:25]([O:23][C:7]2[C:6]3[C:11](=[C:12]([CH3:13])[C:3]([O:2][CH3:1])=[CH:4][CH:5]=3)[N:10]=[C:9]([C:14]3[S:15][CH:16]=[C:17]([C:19]([F:22])([F:21])[F:20])[N:18]=3)[CH:8]=2)[CH2:30][CH2:29][N:28]1[C:31]([O:33][CH2:34][C:35]1[CH:36]=[CH:37][CH:38]=[CH:39][CH:40]=1)=[O:32])=[O:42]. The yield is 0.520. (8) The reactants are [Br:1][C:2]1[CH:9]=[C:6]([CH:7]=O)[C:5]([OH:10])=[CH:4][CH:3]=1.Cl[CH2:12][C:13](=[O:15])[CH3:14].C([O-])([O-])=O.[Cs+].[Cs+].O. The catalyst is CN(C=O)C. The product is [C:13]([C:14]1[O:10][C:5]2[CH:4]=[CH:3][C:2]([Br:1])=[CH:9][C:6]=2[CH:7]=1)(=[O:15])[CH3:12]. The yield is 0.700. (9) The reactants are [CH3:1][C:2]1[CH:3]=[C:4]([CH:9]=[C:10]([C:14]2[CH:19]=[CH:18][C:17]([O:20][C:21]3[CH:26]=[CH:25][C:24]([CH:27]=O)=[CH:23][CH:22]=3)=[CH:16][CH:15]=2)[C:11]([OH:13])=[O:12])[CH:5]=[C:6]([CH3:8])[CH:7]=1.[S:29]1[CH2:33][C:32](=[O:34])[NH:31][C:30]1=[O:35].C(O)(=O)C1C=CC=CC=1.N1CCCCC1. No catalyst specified. The product is [CH3:8][C:6]1[CH:5]=[C:4]([CH:9]=[C:10]([C:14]2[CH:19]=[CH:18][C:17]([O:20][C:21]3[CH:22]=[CH:23][C:24]([CH:27]=[C:33]4[S:29][C:30](=[O:35])[NH:31][C:32]4=[O:34])=[CH:25][CH:26]=3)=[CH:16][CH:15]=2)[C:11]([OH:13])=[O:12])[CH:3]=[C:2]([CH3:1])[CH:7]=1. The yield is 0.930.